Dataset: Catalyst prediction with 721,799 reactions and 888 catalyst types from USPTO. Task: Predict which catalyst facilitates the given reaction. Reactant: [F:1][C:2]1[C:18]([F:19])=[C:17]([F:20])[CH:16]=[CH:15][C:3]=1[CH2:4][O:5][CH2:6][C:7]1[O:11][N:10]=[C:9]([C:12]([OH:14])=O)[CH:8]=1.Cl.[O:22]1[CH2:26][CH2:25][CH:24]([CH2:27][NH2:28])[CH2:23]1.C(N(CC)CC)C.ON1C2C=CC=CC=2N=N1.Cl.C(N=C=NCCCN(C)C)C. Product: [O:22]1[CH2:26][CH2:25][CH:24]([CH2:27][NH:28][C:12]([C:9]2[CH:8]=[C:7]([CH2:6][O:5][CH2:4][C:3]3[CH:15]=[CH:16][C:17]([F:20])=[C:18]([F:19])[C:2]=3[F:1])[O:11][N:10]=2)=[O:14])[CH2:23]1. The catalyst class is: 22.